This data is from Reaction yield outcomes from USPTO patents with 853,638 reactions. The task is: Predict the reaction yield, written as a fraction of the theoretical maximum amount of product (1.0 means a 100% yield; for example, 0.34 means a 34% yield). (1) The reactants are [CH2:1]([N:3]1[C:12](=[O:13])[C:11]2[C:6](=[CH:7][CH:8]=[C:9]([N+:14]([O-])=O)[CH:10]=2)[N:5]([CH2:17][CH2:18][O:19][CH3:20])[C:4]1=[O:21])[CH3:2].[H][H]. The catalyst is C(OCC)(=O)C.[Pd]. The product is [NH2:14][C:9]1[CH:10]=[C:11]2[C:6](=[CH:7][CH:8]=1)[N:5]([CH2:17][CH2:18][O:19][CH3:20])[C:4](=[O:21])[N:3]([CH2:1][CH3:2])[C:12]2=[O:13]. The yield is 0.916. (2) The reactants are [F:1][C:2]1[CH:3]=[C:4]2[C:8](=[CH:9][CH:10]=1)[NH:7][C:6]([CH:11]=[O:12])=[CH:5]2.CO.C1(C)C=CC(S([CH2:24][N+:25]#[C-:26])(=O)=O)=CC=1.C(=O)([O-])[O-].[K+].[K+]. The catalyst is CCCCCC. The product is [F:1][C:2]1[CH:3]=[C:4]2[C:8](=[CH:9][CH:10]=1)[NH:7][C:6]([C:11]1[O:12][CH:26]=[N:25][CH:24]=1)=[CH:5]2. The yield is 0.720. (3) The reactants are [Br:1][C:2]1[CH:7]=[CH:6][C:5]([N:8]2[C:13]3[N:14]([CH3:27])[C:15](=[O:26])[C:16]([CH3:25])=[C:17]([NH:18]C4C=CC=CC=4)[C:12]=3[C:11](=[O:28])[N:10]([CH:29]3[CH2:31][CH2:30]3)[C:9]2=[O:32])=[CH:4][CH:3]=1.C(=O)([O-])[O-].[K+].[K+]. The catalyst is C(Cl)(Cl)Cl.CO. The product is [Br:1][C:2]1[CH:3]=[CH:4][C:5]([NH:8][C:13]2[N:14]([CH3:27])[C:15](=[O:26])[C:16]([CH3:25])=[C:17]3[C:12]=2[C:11](=[O:28])[N:10]([CH:29]2[CH2:31][CH2:30]2)[C:9](=[O:32])[N:18]3[NH:8][C:5]2[CH:6]=[CH:7][CH:2]=[CH:3][CH:4]=2)=[CH:6][CH:7]=1. The yield is 0.260.